Dataset: Full USPTO retrosynthesis dataset with 1.9M reactions from patents (1976-2016). Task: Predict the reactants needed to synthesize the given product. (1) Given the product [OH:33][C:32]([C:7]1[CH:12]=[C:11]([CH:13]([C:18]([CH3:20])([CH3:19])[CH3:21])[O:14][SiH:15]([CH3:17])[CH3:16])[CH:10]=[C:9]([CH:22]([C:27]([CH3:30])([CH3:28])[CH3:29])[O:23][SiH:24]([CH3:25])[CH3:26])[CH:8]=1)([CH3:34])[CH3:31], predict the reactants needed to synthesize it. The reactants are: [Li]CCCC.Br[C:7]1[CH:12]=[C:11]([CH:13]([C:18]([CH3:21])([CH3:20])[CH3:19])[O:14][SiH:15]([CH3:17])[CH3:16])[CH:10]=[C:9]([CH:22]([C:27]([CH3:30])([CH3:29])[CH3:28])[O:23][SiH:24]([CH3:26])[CH3:25])[CH:8]=1.[CH3:31][C:32]([CH3:34])=[O:33].[NH4+].[Cl-]. (2) Given the product [Br:1][C:2]1[CH:29]=[C:28]([F:30])[C:5]([CH2:6][N:7]2[C:11]3[CH:12]=[C:13]([O:16][CH2:33][C:34]4[C:39]([F:40])=[CH:38][C:37]([CH3:41])=[CH:36][N:35]=4)[CH:14]=[CH:15][C:10]=3[N:9]=[C:8]2[C@H:17]2[CH2:22][CH2:21][CH2:20][CH2:19][C@H:18]2[C:23]([O:25][CH2:26][CH3:27])=[O:24])=[C:4]([F:31])[CH:3]=1, predict the reactants needed to synthesize it. The reactants are: [Br:1][C:2]1[CH:29]=[C:28]([F:30])[C:5]([CH2:6][N:7]2[C:11]3[CH:12]=[C:13]([OH:16])[CH:14]=[CH:15][C:10]=3[N:9]=[C:8]2[C@H:17]2[CH2:22][CH2:21][CH2:20][CH2:19][C@H:18]2[C:23]([O:25][CH2:26][CH3:27])=[O:24])=[C:4]([F:31])[CH:3]=1.Cl[CH2:33][C:34]1[C:39]([F:40])=[CH:38][C:37]([CH3:41])=[CH:36][N:35]=1.C([O-])([O-])=O.[Cs+].[Cs+]. (3) Given the product [CH2:7]([O:9][C:10]1[CH:15]=[CH:14][C:13]([C:2]2[S:3][CH:4]=[CH:5][CH:6]=2)=[CH:12][CH:11]=1)[CH3:8], predict the reactants needed to synthesize it. The reactants are: Br[C:2]1[S:3][CH:4]=[CH:5][CH:6]=1.[CH2:7]([O:9][C:10]1[CH:15]=[CH:14][C:13](B(O)O)=[CH:12][CH:11]=1)[CH3:8]. (4) The reactants are: [CH:1]1([N:4]([CH:43]2[CH2:45][CH2:44]2)[C:5]([C:7]2[N:40]([CH2:41][CH3:42])[C:10]3=[N:11][C:12]([NH:19]/[C:20](/[NH:29][N:30]([CH2:38][CH3:39])C(OC(C)(C)C)=O)=[CH:21]/[C:22](=O)[CH:23]([O:26]C)OC)=[C:13]4[N:17]=[CH:16][N:15]([CH3:18])[C:14]4=[C:9]3[CH:8]=2)=[O:6])[CH2:3][CH2:2]1.C(O)(C(F)(F)F)=O. Given the product [CH:43]1([N:4]([CH:1]2[CH2:2][CH2:3]2)[C:5]([C:7]2[N:40]([CH2:41][CH3:42])[C:10]3=[N:11][C:12]([NH:19][C:20]4[CH:21]=[C:22]([CH:23]=[O:26])[N:30]([CH2:38][CH3:39])[N:29]=4)=[C:13]4[N:17]=[CH:16][N:15]([CH3:18])[C:14]4=[C:9]3[CH:8]=2)=[O:6])[CH2:44][CH2:45]1, predict the reactants needed to synthesize it.